Dataset: Reaction yield outcomes from USPTO patents with 853,638 reactions. Task: Predict the reaction yield, written as a fraction of the theoretical maximum amount of product (1.0 means a 100% yield; for example, 0.34 means a 34% yield). (1) The reactants are [CH:1]1([NH:4][C:5](=[O:30])[C:6]2[CH:11]=[CH:10][C:9]([CH3:12])=[C:8]([C:13]3[CH:22]=[C:21]4[C:16]([C:17]([C:24]5[CH:29]=[CH:28][CH:27]=[CH:26][CH:25]=5)=[N:18][C:19](=O)[NH:20]4)=[CH:15][CH:14]=3)[CH:7]=2)[CH2:3][CH2:2]1.C(N)=O. The catalyst is C(O)(=O)C. The product is [CH:1]1([NH:4][C:5](=[O:30])[C:6]2[CH:11]=[CH:10][C:9]([CH3:12])=[C:8]([C:13]3[CH:22]=[C:21]4[C:16]([C:17]([C:24]5[CH:25]=[CH:26][CH:27]=[CH:28][CH:29]=5)=[N:18][CH:19]=[N:20]4)=[CH:15][CH:14]=3)[CH:7]=2)[CH2:3][CH2:2]1. The yield is 0.220. (2) The reactants are CCCC[N+](CCCC)(CCCC)CCCC.[F-].C[Si]([C:23]#[C:24][C:25]1[N:30]2[N:31]=[C:32]([NH:34][C:35]([CH:37]3[CH2:39][CH2:38]3)=[O:36])[N:33]=[C:29]2[CH:28]=[CH:27][CH:26]=1)(C)C. The catalyst is C1COCC1.C(#N)C. The product is [C:24]([C:25]1[N:30]2[N:31]=[C:32]([NH:34][C:35]([CH:37]3[CH2:38][CH2:39]3)=[O:36])[N:33]=[C:29]2[CH:28]=[CH:27][CH:26]=1)#[CH:23]. The yield is 0.970. (3) The reactants are [CH3:1][O:2][C:3]1[CH:8]=[CH:7][C:6](B(O)O)=[CH:5][CH:4]=1.[Br:12][C:13]1[N:14]=[CH:15][C:16]([NH2:19])=[N:17][CH:18]=1. The catalyst is CN(C1C=CN=CC=1)C.C(Cl)Cl.CC([O-])=O.CC([O-])=O.[Cu+2]. The product is [Br:12][C:13]1[N:14]=[CH:15][C:16]([NH:19][C:6]2[CH:7]=[CH:8][C:3]([O:2][CH3:1])=[CH:4][CH:5]=2)=[N:17][CH:18]=1. The yield is 0.100. (4) The reactants are [N+:1]([C:4]1[CH:12]=[C:11]2[C:7]([CH:8]=[CH:9][NH:10]2)=[CH:6][CH:5]=1)([O-:3])=[O:2].[C:13]([O-])([O-])=O.[K+].[K+].CI.O. The catalyst is CN(C=O)C. The product is [CH3:13][N:10]1[C:11]2[C:7](=[CH:6][CH:5]=[C:4]([N+:1]([O-:3])=[O:2])[CH:12]=2)[CH:8]=[CH:9]1. The yield is 0.980. (5) The reactants are [CH3:1][O:2][C:3]1[C:8]([O:9][CH3:10])=[CH:7][CH:6]=[CH:5][C:4]=1[OH:11].[Cl:12][C:13]1[C:18]([Cl:19])=[CH:17][C:16]([N+:20]([O-:22])=[O:21])=[C:15](F)[CH:14]=1.[Cl:24][C:25]1[C:31]([Cl:32])=[CH:30][C:28]([NH2:29])=[C:27]([O:33][C:34]2[CH:39]=[CH:38][CH:37]=[C:36]([O:40][CH3:41])[C:35]=2[O:42][CH3:43])[CH:26]=1.[NH2:44][C:45]1[S:46][CH:47]=[CH:48][N:49]=1. No catalyst specified. The product is [Cl:12][C:13]1[C:18]([Cl:19])=[CH:17][C:16]([N+:20]([O-:22])=[O:21])=[C:15]([O:11][C:4]2[CH:5]=[CH:6][CH:7]=[C:8]([O:9][CH3:10])[C:3]=2[O:2][CH3:1])[CH:14]=1.[Cl:24][C:25]1[C:31]([Cl:32])=[CH:30][C:28]([NH:29][C:4]([NH:44][C:45]2[S:46][CH:47]=[CH:48][N:49]=2)=[O:11])=[C:27]([O:33][C:34]2[CH:39]=[CH:38][CH:37]=[C:36]([O:40][CH3:41])[C:35]=2[O:42][CH3:43])[CH:26]=1. The yield is 0.650. (6) The reactants are [NH2:1][C:2]1[CH:7]=[CH:6][C:5]([C:8]2[N:9]=[C:10]([N:22]3[CH2:27][CH2:26][O:25][CH2:24][C@@H:23]3[CH3:28])[C:11]3[CH2:16][N:15]([C:17]([O:19][CH2:20][CH3:21])=[O:18])[CH2:14][C:12]=3[N:13]=2)=[C:4]([F:29])[CH:3]=1.[N:30]([CH:33]1[CH2:35][CH2:34]1)=[C:31]=[O:32]. No catalyst specified. The product is [CH:33]1([NH:30][C:31](=[O:32])[NH:1][C:2]2[CH:7]=[CH:6][C:5]([C:8]3[N:9]=[C:10]([N:22]4[CH2:27][CH2:26][O:25][CH2:24][C@@H:23]4[CH3:28])[C:11]4[CH2:16][N:15]([C:17]([O:19][CH2:20][CH3:21])=[O:18])[CH2:14][C:12]=4[N:13]=3)=[C:4]([F:29])[CH:3]=2)[CH2:35][CH2:34]1. The yield is 0.470. (7) The reactants are Cl[CH2:2][CH2:3][C:4]1[CH:9]=[CH:8][C:7]([NH:10][C:11](=[O:13])[CH3:12])=[C:6]([CH3:14])[CH:5]=1.Cl.[N:16]1([C:22]2[C:30]3[C:25](=[CH:26][CH:27]=[CH:28][CH:29]=3)[NH:24][N:23]=2)[CH2:21][CH2:20][NH:19][CH2:18][CH2:17]1. No catalyst specified. The product is [NH:24]1[C:25]2[C:30](=[CH:29][CH:28]=[CH:27][CH:26]=2)[C:22]([N:16]2[CH2:17][CH2:18][N:19]([CH2:2][CH2:3][C:4]3[CH:9]=[CH:8][C:7]([NH:10][C:11](=[O:13])[CH3:12])=[C:6]([CH3:14])[CH:5]=3)[CH2:20][CH2:21]2)=[N:23]1. The yield is 0.110. (8) The reactants are [F:1][C:2]1[CH:27]=[CH:26][C:25]([F:28])=[CH:24][C:3]=1[CH2:4][N:5]1[CH2:10][CH2:9][NH:8][C:7]2[N:11]=[CH:12][C:13]([C:15]3[CH:16]=[CH:17][C:18]([C:21](O)=[O:22])=[N:19][CH:20]=3)=[CH:14][C:6]1=2.[NH:29]1[CH2:34][CH2:33][O:32][CH2:31][CH2:30]1. No catalyst specified. The product is [F:1][C:2]1[CH:27]=[CH:26][C:25]([F:28])=[CH:24][C:3]=1[CH2:4][N:5]1[CH2:10][CH2:9][NH:8][C:7]2[N:11]=[CH:12][C:13]([C:15]3[CH:16]=[CH:17][C:18]([C:21]([N:29]4[CH2:34][CH2:33][O:32][CH2:31][CH2:30]4)=[O:22])=[N:19][CH:20]=3)=[CH:14][C:6]1=2. The yield is 0.260. (9) The reactants are [NH2:1][C:2]1[CH:7]=[C:6]([CH2:8][OH:9])[CH:5]=[CH:4][N:3]=1.[C:10](O[C:10]([O:12][C:13]([CH3:16])([CH3:15])[CH3:14])=[O:11])([O:12][C:13]([CH3:16])([CH3:15])[CH3:14])=[O:11]. The catalyst is CC(O)(C)C. The product is [OH:9][CH2:8][C:6]1[CH:5]=[CH:4][N:3]=[C:2]([NH:1][C:10](=[O:11])[O:12][C:13]([CH3:16])([CH3:15])[CH3:14])[CH:7]=1. The yield is 0.710.